Task: Binary Classification. Given a drug SMILES string, predict its activity (active/inactive) in a high-throughput screening assay against a specified biological target.. Dataset: Cav3 T-type calcium channel HTS with 100,875 compounds (1) The molecule is S(CC(=O)NC1C(CCCC1)C)c1n(c(nn1)CNC(=O)c1cc(ccc1)C)CC. The result is 0 (inactive). (2) The drug is O1C(Cc2c(C1)c(nc(NCCCO)c2C#N)C)(C)C. The result is 0 (inactive). (3) The molecule is O=C(Nc1c(OC)ccc(OC)c1)C1C(CC=CC1)C(O)=O. The result is 0 (inactive). (4) The drug is Clc1ccc(SCc2noc(c2C(=O)NCCCC)C(=O)NCc2ccccc2)cc1. The result is 0 (inactive). (5) The drug is O(c1cc(ccc1OC)C(=N/OC(=O)c1cc([N+]([O-])=O)c(cc1)C)/N)C. The result is 0 (inactive). (6) The result is 0 (inactive). The molecule is s1c2C(NC(Cc2c(c1NC(=O)CCC)C#N)(C)C)(C)C. (7) The compound is Brc1cc(C(=O)NCCCC(OCC)=O)cnc1. The result is 0 (inactive). (8) The result is 0 (inactive). The molecule is s1c(=O)c2c(ccc(OC)c2OC)cc1C(OCC)=O.